This data is from Full USPTO retrosynthesis dataset with 1.9M reactions from patents (1976-2016). The task is: Predict the reactants needed to synthesize the given product. (1) Given the product [C:16]([C:18]1[CH:45]=[CH:44][C:21]([C:22]([NH:24][C:25]2[CH:30]=[C:29]([C:31]3[S:32][CH:33]=[CH:34][CH:35]=3)[CH:28]=[CH:27][C:26]=2[NH:36][C:37](=[O:43])[O:38][C:39]([CH3:41])([CH3:42])[CH3:40])=[O:23])=[CH:20][N:19]=1)(=[NH:5])[NH2:17], predict the reactants needed to synthesize it. The reactants are: C[Si]([N-:5][Si](C)(C)C)(C)C.[Li+].C1COCC1.[C:16]([C:18]1[CH:45]=[CH:44][C:21]([C:22]([NH:24][C:25]2[CH:30]=[C:29]([C:31]3[S:32][CH:33]=[CH:34][CH:35]=3)[CH:28]=[CH:27][C:26]=2[NH:36][C:37](=[O:43])[O:38][C:39]([CH3:42])([CH3:41])[CH3:40])=[O:23])=[CH:20][N:19]=1)#[N:17].Cl. (2) Given the product [C:20]([C@@H:19]([NH:18][C:8]([C:5]1[CH:4]=[C:3]([C:11]2[CH:16]=[CH:15][CH:14]=[C:13]([Cl:17])[CH:12]=2)[C:2]([Cl:1])=[CH:7][N:6]=1)=[O:10])[CH2:23][CH:24]([CH3:26])[CH3:25])(=[O:21])[NH2:22], predict the reactants needed to synthesize it. The reactants are: [Cl:1][C:2]1[C:3]([C:11]2[CH:16]=[CH:15][CH:14]=[C:13]([Cl:17])[CH:12]=2)=[CH:4][C:5]([C:8]([OH:10])=O)=[N:6][CH:7]=1.[NH2:18][C@@H:19]([CH2:23][CH:24]([CH3:26])[CH3:25])[C:20]([NH2:22])=[O:21].